This data is from Forward reaction prediction with 1.9M reactions from USPTO patents (1976-2016). The task is: Predict the product of the given reaction. (1) Given the reactants [OH:1][N:2]=[C:3]([C:5]1[C:9]([NH:10][CH2:11][CH2:12][CH2:13][NH:14][S:15]([CH3:18])(=[O:17])=[O:16])=[N:8][O:7][N:6]=1)[NH2:4].[Cl:19][C:20]1[CH:21]=[C:22]([CH:24]=[CH:25][C:26]=1[F:27])N, predict the reaction product. The product is: [Cl:19][C:20]1[CH:21]=[C:22]([NH:4][C:3]([C:5]2[C:9]([NH:10][CH2:11][CH2:12][CH2:13][NH:14][S:15]([CH3:18])(=[O:17])=[O:16])=[N:8][O:7][N:6]=2)=[N:2][OH:1])[CH:24]=[CH:25][C:26]=1[F:27]. (2) Given the reactants [Cl:1][C:2]1[CH:3]=[C:4]([CH:28]=[CH:29][C:30]=1[Cl:31])[O:5][CH:6]1[CH2:11][CH2:10][N:9]([CH2:12][C@@:13]([OH:27])([CH3:26])[CH2:14][N:15]2C(=O)C3C(=CC=CC=3)C2=O)[CH2:8][CH2:7]1.CN, predict the reaction product. The product is: [NH2:15][CH2:14][C@@:13]([CH3:26])([OH:27])[CH2:12][N:9]1[CH2:10][CH2:11][CH:6]([O:5][C:4]2[CH:28]=[CH:29][C:30]([Cl:31])=[C:2]([Cl:1])[CH:3]=2)[CH2:7][CH2:8]1. (3) Given the reactants [NH2:1][C:2]1[C:10]([I:11])=[CH:9][CH:8]=[CH:7][C:3]=1[C:4]([OH:6])=O.[CH3:12][O:13][CH2:14][CH2:15][N:16]=[C:17]=[S:18], predict the reaction product. The product is: [I:11][C:10]1[CH:9]=[CH:8][CH:7]=[C:3]2[C:2]=1[NH:1][C:17](=[S:18])[N:16]([CH2:15][CH2:14][O:13][CH3:12])[C:4]2=[O:6]. (4) Given the reactants C([O:3][C:4](=[O:26])[C:5]([NH:22]C(=O)C)([CH2:11][C:12]1[C:20]2[C:15](=[N:16][CH:17]=[CH:18][C:19]=2[Cl:21])[NH:14][CH:13]=1)C(OCC)=O)C, predict the reaction product. The product is: [ClH:21].[NH2:22][CH:5]([CH2:11][C:12]1[C:20]2[C:15](=[N:16][CH:17]=[CH:18][C:19]=2[Cl:21])[NH:14][CH:13]=1)[C:4]([OH:26])=[O:3].